This data is from Cav3 T-type calcium channel HTS with 100,875 compounds. The task is: Binary Classification. Given a drug SMILES string, predict its activity (active/inactive) in a high-throughput screening assay against a specified biological target. The molecule is Clc1ccc(c2c3n(nc2)c(n2nc(cc2C)C)cc(n3)C(C)(C)C)cc1. The result is 0 (inactive).